Dataset: Full USPTO retrosynthesis dataset with 1.9M reactions from patents (1976-2016). Task: Predict the reactants needed to synthesize the given product. (1) Given the product [Cl:1][C:2]1[CH:20]=[C:19]([O:21][CH2:36][C:32]2[CH:33]=[CH:34][CH:35]=[C:30]([C:27]3[CH:28]=[N:29][C:24]([O:23][CH3:22])=[N:25][CH:26]=3)[CH:31]=2)[C:5]2[CH:6]=[C:7]([C:9]3[N:10]=[C:11]4[N:15]([CH:16]=3)[N:14]=[C:13]([O:17][CH3:18])[S:12]4)[O:8][C:4]=2[CH:3]=1, predict the reactants needed to synthesize it. The reactants are: [Cl:1][C:2]1[CH:3]=[C:4]2[O:8][C:7]([C:9]3[N:10]=[C:11]4[N:15]([CH:16]=3)[N:14]=[C:13]([O:17][CH3:18])[S:12]4)=[CH:6][C:5]2=[C:19]([OH:21])[CH:20]=1.[CH3:22][O:23][C:24]1[N:29]=[CH:28][C:27]([C:30]2[CH:31]=[C:32]([CH2:36]O)[CH:33]=[CH:34][CH:35]=2)=[CH:26][N:25]=1.C(P(CCCC)CCCC)CCC.C1CCN(C(N=NC(N2CCCCC2)=O)=O)CC1. (2) Given the product [CH3:1][N:2]1[C:6]([CH3:7])=[CH:5][C:4]([NH:8][C:9]2[C:10](=[O:25])[N:11]([CH3:24])[CH:12]=[C:13]([C:27]3[C:32]([CH:33]=[O:34])=[C:31]([N:35]4[CH2:47][CH2:46][C:45]5[N:44]6[C:39]([CH2:40][CH2:41][CH2:42][CH2:43]6)=[CH:38][C:37]=5[C:36]4=[O:48])[N:30]=[CH:29][CH:28]=3)[CH:14]=2)=[N:3]1, predict the reactants needed to synthesize it. The reactants are: [CH3:1][N:2]1[C:6]([CH3:7])=[CH:5][C:4]([NH:8][C:9]2[C:10](=[O:25])[N:11]([CH3:24])[CH:12]=[C:13](B3OC(C)(C)C(C)(C)O3)[CH:14]=2)=[N:3]1.Cl[C:27]1[C:32]([CH:33]=[O:34])=[C:31]([N:35]2[CH2:47][CH2:46][C:45]3[N:44]4[C:39]([CH2:40][CH2:41][CH2:42][CH2:43]4)=[CH:38][C:37]=3[C:36]2=[O:48])[N:30]=[CH:29][CH:28]=1.C([O-])(=O)C.[Na+].[O-]P([O-])([O-])=O.[K+].[K+].[K+]. (3) The reactants are: Cl.[N:2]1([CH2:8][CH2:9][CH2:10][O:11][C:12]2[CH:17]=[CH:16][C:15]([N:18]3[CH2:23][CH2:22][NH:21][CH2:20][CH2:19]3)=[CH:14][CH:13]=2)[CH2:7][CH2:6][CH2:5][CH2:4][CH2:3]1.[CH3:24][C:25]([CH3:27])=O.C(O)(=O)C.C(O[BH-](OC(=O)C)OC(=O)C)(=O)C.[Na+].[Cl:46][CH:47]([Cl:49])C. Given the product [NH3:2].[CH3:10][OH:11].[Cl:46][CH2:47][Cl:49].[CH:25]([N:21]1[CH2:20][CH2:19][N:18]([C:15]2[CH:16]=[CH:17][C:12]([O:11][CH2:10][CH2:9][CH2:8][N:2]3[CH2:7][CH2:6][CH2:5][CH2:4][CH2:3]3)=[CH:13][CH:14]=2)[CH2:23][CH2:22]1)([CH3:27])[CH3:24], predict the reactants needed to synthesize it.